From a dataset of Catalyst prediction with 721,799 reactions and 888 catalyst types from USPTO. Predict which catalyst facilitates the given reaction. Reactant: [Cl:1][C:2]1[CH:7]=[CH:6][C:5]([C@H:8]([NH:11][C:12]([CH3:18])([CH3:17])[CH2:13][C:14]([OH:16])=O)[CH2:9][CH3:10])=[C:4]([F:19])[C:3]=1[O:20][C:21]1[CH:22]=[N:23][C:24]([N+:27]([O-:29])=[O:28])=[CH:25][CH:26]=1.C([N:33](CC)C(C)C)(C)C.[Cl-].[NH4+].F[P-](F)(F)(F)(F)F.N1(OC(N(C)C)=[N+](C)C)C2N=CC=CC=2N=N1. Product: [Cl:1][C:2]1[CH:7]=[CH:6][C:5]([C@H:8]([NH:11][C:12]([CH3:18])([CH3:17])[CH2:13][C:14]([NH2:33])=[O:16])[CH2:9][CH3:10])=[C:4]([F:19])[C:3]=1[O:20][C:21]1[CH:22]=[N:23][C:24]([N+:27]([O-:29])=[O:28])=[CH:25][CH:26]=1. The catalyst class is: 31.